Predict the reaction yield, written as a fraction of the theoretical maximum amount of product (1.0 means a 100% yield; for example, 0.34 means a 34% yield). From a dataset of Reaction yield outcomes from USPTO patents with 853,638 reactions. (1) The reactants are [CH2:1]([O:8][C:9]1[C:14]([O:15][CH3:16])=[CH:13][C:12]([CH2:17][CH2:18][OH:19])=[CH:11][C:10]=1[O:20][CH3:21])[C:2]1[CH:7]=[CH:6][CH:5]=[CH:4][CH:3]=1.CC(OI1(OC(C)=O)(OC(C)=O)OC(=O)C2C=CC=CC1=2)=O.O. The catalyst is ClCCl. The product is [CH2:1]([O:8][C:9]1[C:14]([O:15][CH3:16])=[CH:13][C:12]([CH2:17][CH:18]=[O:19])=[CH:11][C:10]=1[O:20][CH3:21])[C:2]1[CH:3]=[CH:4][CH:5]=[CH:6][CH:7]=1. The yield is 0.550. (2) The reactants are [Br:1][C:2]1[CH:3]=[C:4]([N+:12]([O-:14])=[O:13])[C:5]([CH3:11])=[C:6]([CH:10]=1)[C:7]([OH:9])=[O:8].[C:15](=O)([O-])[O-].[Na+].[Na+].CI. The catalyst is CN(C=O)C. The product is [Br:1][C:2]1[CH:3]=[C:4]([N+:12]([O-:14])=[O:13])[C:5]([CH3:11])=[C:6]([CH:10]=1)[C:7]([O:9][CH3:15])=[O:8]. The yield is 0.970.